This data is from NCI-60 drug combinations with 297,098 pairs across 59 cell lines. The task is: Regression. Given two drug SMILES strings and cell line genomic features, predict the synergy score measuring deviation from expected non-interaction effect. (1) Drug 1: CC1=C2C(C(=O)C3(C(CC4C(C3C(C(C2(C)C)(CC1OC(=O)C(C(C5=CC=CC=C5)NC(=O)OC(C)(C)C)O)O)OC(=O)C6=CC=CC=C6)(CO4)OC(=O)C)O)C)O. Drug 2: CC1CCC2CC(C(=CC=CC=CC(CC(C(=O)C(C(C(=CC(C(=O)CC(OC(=O)C3CCCCN3C(=O)C(=O)C1(O2)O)C(C)CC4CCC(C(C4)OC)OCCO)C)C)O)OC)C)C)C)OC. Cell line: HOP-62. Synergy scores: CSS=10.5, Synergy_ZIP=1.23, Synergy_Bliss=7.37, Synergy_Loewe=5.25, Synergy_HSA=2.20. (2) Drug 1: CC1OCC2C(O1)C(C(C(O2)OC3C4COC(=O)C4C(C5=CC6=C(C=C35)OCO6)C7=CC(=C(C(=C7)OC)O)OC)O)O. Drug 2: CN(CCCl)CCCl.Cl. Cell line: OVCAR-5. Synergy scores: CSS=19.2, Synergy_ZIP=-4.00, Synergy_Bliss=0.620, Synergy_Loewe=-0.0420, Synergy_HSA=-0.163.